The task is: Binary Classification. Given a miRNA mature sequence and a target amino acid sequence, predict their likelihood of interaction.. This data is from Experimentally validated miRNA-target interactions with 360,000+ pairs, plus equal number of negative samples. The miRNA is hsa-miR-4652-3p with sequence GUUCUGUUAACCCAUCCCCUCA. The protein sequence of the target gene is MGGEAGCAAAVGAEGRVKSLGLVFEDERKGCYSSGETVAGHVLLEASEPVALRALRLEAQGRATAAWGPSTCPRASASTAALAVFSEVEYLNVRLSLREPPAGEGIILLQPGKHEFPFRFQLPSEPLVTSFTGKYGSIQYCVRAVLERPKVPDQSVKRELQVVSHVDVNTPALLTPVLKTQEKMVGCWFFTSGPVSLSAKIERKGYCNGEAIPIYAEIENCSSRLIVPKAAIFQTQTYLASGKTKTIRHMVANVRGNHIASGSTDTWNGKTLKIPPVTPSILDCCIIRVDYSLAVYIHIP.... Result: 0 (no interaction).